Dataset: Full USPTO retrosynthesis dataset with 1.9M reactions from patents (1976-2016). Task: Predict the reactants needed to synthesize the given product. (1) Given the product [Cl:33][C:27]1[CH:28]=[CH:29][CH:30]=[C:31]([CH3:32])[C:26]=1[N:23]1[C:24](=[NH:25])[C:18]2[C:19](=[N:20][C:15]([NH:13][C:6]3[CH:5]=[C:4]4[C:9]([CH2:10][CH2:11][N:2]([CH3:1])[CH2:3]4)=[C:8]([CH3:12])[CH:7]=3)=[N:16][CH:17]=2)[NH:21][C:22]1=[O:34], predict the reactants needed to synthesize it. The reactants are: [CH3:1][N:2]1[CH2:11][CH2:10][C:9]2[C:4](=[CH:5][C:6]([NH2:13])=[CH:7][C:8]=2[CH3:12])[CH2:3]1.Cl[C:15]1[N:20]=[C:19]2[NH:21][C:22](=[O:34])[N:23]([C:26]3[C:31]([CH3:32])=[CH:30][CH:29]=[CH:28][C:27]=3[Cl:33])[C:24](=[NH:25])[C:18]2=[CH:17][N:16]=1.ClC1N=C2NC(=O)N(C3C(Cl)=CC=CC=3Cl)C(=N)C2=CN=1. (2) Given the product [CH3:1][C:2]1[CH:3]=[C:4]([CH:7]=[CH:8][CH:9]=1)[CH:5]=[CH:11][C:10]([O:16][CH2:17][CH3:18])=[O:15], predict the reactants needed to synthesize it. The reactants are: [CH3:1][C:2]1[CH:3]=[C:4]([CH:7]=[CH:8][CH:9]=1)[CH:5]=O.[C:10]([O:16][CH2:17][CH3:18])(=[O:15])[CH2:11]C([O-])=O. (3) The reactants are: [CH3:1][O:2][C:3](=[O:37])[CH2:4][CH2:5][C@H:6]([C@@H:8]1[C@:25]2([CH3:26])[C@H:11]([C:12]3[C@H:22]([CH2:23][CH2:24]2)[C@:20]2([CH3:21])[C:15]([C:16]([CH3:36])([CH3:35])[C@@H:17]([O:27][Si](C(C)(C)C)(C)C)[CH2:18][CH2:19]2)=[CH:14][CH:13]=3)[CH2:10][CH2:9]1)[CH3:7].[CH:38]1C=CC=CC=1.Cl. Given the product [CH2:1]([O:2][C:3](=[O:37])[CH2:4][CH2:5][C@H:6]([C@@H:8]1[C@:25]2([CH3:26])[C:11]([C:12]3[CH2:13][CH2:14][C@@H:15]4[C@:20]([C:22]=3[CH2:23][CH2:24]2)([CH3:21])[CH2:19][CH2:18][C@H:17]([OH:27])[C:16]4([CH3:35])[CH3:36])=[CH:10][CH2:9]1)[CH3:7])[CH3:38], predict the reactants needed to synthesize it. (4) Given the product [Cl:1][C:2]1[CH:35]=[CH:34][C:5]([O:6][C:7]2[CH:31]=[CH:30][C:10]([CH2:11][O:12][C:13]3[CH:14]=[C:15]4[NH:22][CH2:21][CH2:20][N:16]4[C:17](=[O:19])[N:18]=3)=[CH:9][C:8]=2[C:32]#[N:33])=[CH:4][C:3]=1[C:36]([F:39])([F:38])[F:37], predict the reactants needed to synthesize it. The reactants are: [Cl:1][C:2]1[CH:35]=[CH:34][C:5]([O:6][C:7]2[CH:31]=[CH:30][C:10]([CH2:11][O:12][C:13]3[CH:14]=[C:15]4[N:22](C(OC(C)(C)C)=O)[CH2:21][CH2:20][N:16]4[C:17](=[O:19])[N:18]=3)=[CH:9][C:8]=2[C:32]#[N:33])=[CH:4][C:3]=1[C:36]([F:39])([F:38])[F:37].C(O)(C(F)(F)F)=O. (5) Given the product [Br:10][C:8]1[CH:7]=[C:4]2[C:3](=[C:2]([Br:1])[CH:9]=1)[O:11][C:12](=[O:14])[CH:13]=[CH:5]2, predict the reactants needed to synthesize it. The reactants are: [Br:1][C:2]1[CH:9]=[C:8]([Br:10])[CH:7]=[C:4]([CH:5]=O)[C:3]=1[OH:11].[C:12](OC(=O)C)(=[O:14])[CH3:13]. (6) Given the product [F:34][C:4]([F:3])([F:33])[CH:5]([CH3:32])[CH:6]([C:12]1[CH:13]=[CH:14][C:15]([CH2:18][N:19]2[C:24](=[O:25])[CH2:23][O:22][C:21]([C:26]3[CH:31]=[CH:30][CH:29]=[CH:28][CH:27]=3)=[N:20]2)=[CH:16][CH:17]=1)[C:7]([OH:9])=[O:8], predict the reactants needed to synthesize it. The reactants are: [OH-].[Na+].[F:3][C:4]([F:34])([F:33])[CH:5]([CH3:32])[CH:6]([C:12]1[CH:17]=[CH:16][C:15]([CH2:18][N:19]2[C:24](=[O:25])[CH2:23][O:22][C:21]([C:26]3[CH:31]=[CH:30][CH:29]=[CH:28][CH:27]=3)=[N:20]2)=[CH:14][CH:13]=1)[C:7]([O:9]CC)=[O:8]. (7) Given the product [Cl:1][C:2]1[C:3]([CH2:4][N:5]2[CH2:25][CH2:24][C:8]3([O:13][CH2:12][CH2:11][N:10]([C:14]([C:16]4[N:17]=[C:18]([CH:21]([CH3:22])[CH3:23])[S:19][CH:20]=4)=[O:15])[CH2:9]3)[CH2:7][CH2:6]2)=[CH:26][CH:27]=[CH:28][C:29]=1[CH2:30][CH:31]=[O:32], predict the reactants needed to synthesize it. The reactants are: [Cl:1][C:2]1[C:29]([CH2:30][CH2:31][OH:32])=[CH:28][CH:27]=[CH:26][C:3]=1[CH2:4][N:5]1[CH2:25][CH2:24][C:8]2([O:13][CH2:12][CH2:11][N:10]([C:14]([C:16]3[N:17]=[C:18]([CH:21]([CH3:23])[CH3:22])[S:19][CH:20]=3)=[O:15])[CH2:9]2)[CH2:7][CH2:6]1.FC(F)(F)C(O)=O.CC(OI1(OC(C)=O)(OC(C)=O)OC(=O)C2C=CC=CC1=2)=O. (8) Given the product [C:1]([C:3]1[CH:8]=[CH:7][C:6]([N:9]([CH2:16][C:17]([F:18])([F:19])[F:20])[C@H:10]([C:12]([OH:14])=[O:13])[CH3:11])=[CH:5][C:4]=1[C:21]([F:22])([F:24])[F:23])#[N:2], predict the reactants needed to synthesize it. The reactants are: [C:1]([C:3]1[CH:8]=[CH:7][C:6]([N:9]([CH2:16][C:17]([F:20])([F:19])[F:18])[C@H:10]([C:12]([O:14]C)=[O:13])[CH3:11])=[CH:5][C:4]=1[C:21]([F:24])([F:23])[F:22])#[N:2].[OH-].[Na+].Cl. (9) The reactants are: [Br:1][C:2]1[CH:7]=[CH:6][C:5]([C@@H:8]([N:10]2[CH2:15][CH2:14][C:13]([CH2:19][CH2:20][C:21]([OH:23])=[O:22])([CH:16]([CH3:18])[CH3:17])[O:12][C:11]2=[O:24])[CH3:9])=[CH:4][CH:3]=1.O=S(Cl)Cl.[CH3:29]O. Given the product [Br:1][C:2]1[CH:7]=[CH:6][C:5]([C@@H:8]([N:10]2[CH2:15][CH2:14][C:13]([CH2:19][CH2:20][C:21]([O:23][CH3:29])=[O:22])([CH:16]([CH3:17])[CH3:18])[O:12][C:11]2=[O:24])[CH3:9])=[CH:4][CH:3]=1, predict the reactants needed to synthesize it. (10) Given the product [C:1]([O:5][C:6]([N:8]1[CH2:13][CH2:12][N:11]([C:14]2[CH:19]=[C:18]([C:20]3[CH:25]=[CH:24][CH:23]=[CH:22][C:21]=3[CH3:26])[C:17]([C:27](=[O:30])[N:28]([CH2:46][C:45]3[CH:48]=[C:49]([C:51]([F:53])([F:54])[F:52])[CH:50]=[C:43]([C:42]([F:41])([F:55])[F:56])[CH:44]=3)[CH3:29])=[CH:16][N:15]=2)[CH2:10][CH2:9]1)=[O:7])([CH3:4])([CH3:3])[CH3:2], predict the reactants needed to synthesize it. The reactants are: [C:1]([O:5][C:6]([N:8]1[CH2:13][CH2:12][N:11]([C:14]2[CH:19]=[C:18]([C:20]3[CH:25]=[CH:24][CH:23]=[CH:22][C:21]=3[CH3:26])[C:17]([C:27](=[O:30])[NH:28][CH3:29])=[CH:16][N:15]=2)[CH2:10][CH2:9]1)=[O:7])([CH3:4])([CH3:3])[CH3:2].C[Si](C)(C)[N-][Si](C)(C)C.[K+].[F:41][C:42]([F:56])([F:55])[C:43]1[CH:44]=[C:45]([CH:48]=[C:49]([C:51]([F:54])([F:53])[F:52])[CH:50]=1)[CH2:46]Br.[OH-].[Na+].